From a dataset of Forward reaction prediction with 1.9M reactions from USPTO patents (1976-2016). Predict the product of the given reaction. Given the reactants CC1C=N[C:5]2[C:6]3[O:15][C@@H:14]([CH2:16]OS(C4C=CC(Br)=CC=4)(=O)=O)[CH2:13][O:12][C:7]=3[CH:8]=[CH:9][C:10]=2C=1.[NH:28]1[CH2:31][CH:30]([CH2:32][N:33]2[C:41]3[C:36](=[CH:37][CH:38]=[C:39]([F:42])[CH:40]=3)[CH:35]=[CH:34]2)[CH2:29]1.C([N:45]([CH2:48][CH3:49])[CH2:46][CH3:47])C, predict the reaction product. The product is: [F:42][C:39]1[CH:40]=[C:41]2[C:36]([CH:35]=[CH:34][N:33]2[CH2:32][CH:30]2[CH2:31][N:28]([CH2:16][CH:14]3[O:15][C:6]4=[C:5]5[C:46](=[CH:47][CH:8]=[C:7]4[O:12][CH2:13]3)[N:45]=[C:48]([CH3:49])[CH:9]=[CH:10]5)[CH2:29]2)=[CH:37][CH:38]=1.